Dataset: Forward reaction prediction with 1.9M reactions from USPTO patents (1976-2016). Task: Predict the product of the given reaction. (1) The product is: [OH:27][CH2:28][CH2:29][O:30][C:31]1[CH:38]=[CH:37][C:34]([C:35]2[NH:10][C:9]3[CH:8]=[CH:7][C:6]([NH:13][C:14](=[O:26])[C:15]4[CH:20]=[CH:19][C:18]([N:21]([CH2:22][CH2:23][OH:24])[CH3:25])=[CH:17][CH:16]=4)=[CH:5][C:4]=3[N:1]=2)=[CH:33][CH:32]=1. Given the reactants [N+:1]([C:4]1[CH:5]=[C:6]([NH:13][C:14](=[O:26])[C:15]2[CH:20]=[CH:19][C:18]([N:21]([CH3:25])[CH2:22][CH2:23][OH:24])=[CH:17][CH:16]=2)[CH:7]=[CH:8][C:9]=1[N+:10]([O-])=O)([O-])=O.[OH:27][CH2:28][CH2:29][O:30][C:31]1[CH:38]=[CH:37][C:34]([CH:35]=O)=[CH:33][CH:32]=1, predict the reaction product. (2) Given the reactants [F:1][C:2]1[CH:7]=[CH:6][C:5]([C:8]2([CH2:14][CH2:15][C:16]3[O:20][N:19]=[C:18]4[C:21]5[C:26]([CH2:27][CH2:28][C:17]=34)=[CH:25][C:24]([CH:29]([OH:32])CO)=[CH:23][CH:22]=5)[CH2:13][CH2:12][CH2:11][CH2:10][CH2:9]2)=[CH:4][CH:3]=1.I([O-])(=O)(=O)=O.[Na+], predict the reaction product. The product is: [F:1][C:2]1[CH:7]=[CH:6][C:5]([C:8]2([CH2:14][CH2:15][C:16]3[O:20][N:19]=[C:18]4[C:21]5[C:26]([CH2:27][CH2:28][C:17]=34)=[CH:25][C:24]([CH:29]=[O:32])=[CH:23][CH:22]=5)[CH2:13][CH2:12][CH2:11][CH2:10][CH2:9]2)=[CH:4][CH:3]=1. (3) Given the reactants [CH:1]1([C:7]2[CH:31]=[CH:30][C:10]([O:11][C:12]3[C:13]4[CH:26]=[C:25]([O:27][CH3:28])[C:24]([CH3:29])=[CH:23][C:14]=4[S:15][C:16]=3[C:17]([N:19]([C:21]#[N:22])[CH3:20])=[O:18])=[CH:9][CH:8]=2)[CH2:6][CH2:5][CH2:4][CH2:3][CH2:2]1.[N-:32]=[N+:33]=[N-:34].[Na+].[Cl-].C([NH+](CC)CC)C.CO, predict the reaction product. The product is: [CH3:20][N:19]([C:21]1[N:32]=[N:33][NH:34][N:22]=1)[C:17]([C:16]1[S:15][C:14]2[CH:23]=[C:24]([CH3:29])[C:25]([O:27][CH3:28])=[CH:26][C:13]=2[C:12]=1[O:11][C:10]1[CH:30]=[CH:31][C:7]([CH:1]2[CH2:6][CH2:5][CH2:4][CH2:3][CH2:2]2)=[CH:8][CH:9]=1)=[O:18]. (4) Given the reactants Cl[C:2]1[C:7]([Cl:8])=[N:6][CH:5]=[CH:4][N:3]=1.[C:9]([O:13][C:14]([N:16]1[CH2:21][CH2:20][NH:19][CH2:18][CH2:17]1)=[O:15])([CH3:12])([CH3:11])[CH3:10].C(=O)([O-])[O-].[K+].[K+].CN(C)C(=O)C, predict the reaction product. The product is: [C:9]([O:13][C:14]([N:16]1[CH2:21][CH2:20][N:19]([C:2]2[C:7]([Cl:8])=[N:6][CH:5]=[CH:4][N:3]=2)[CH2:18][CH2:17]1)=[O:15])([CH3:12])([CH3:10])[CH3:11]. (5) Given the reactants [CH2:1]([NH:8][C@H:9]1[C@@H:15]([F:16])[CH2:14][C@@H:13]2[N:17]([CH2:18][C:19]3[CH:24]=[CH:23][CH:22]=[CH:21][CH:20]=3)[C@@:10]1([C:32]1[CH:37]=[CH:36][CH:35]=[CH:34][CH:33]=1)[CH2:11][C@H:12]2[C:25](OC(C)(C)C)=[O:26])[C:2]1[CH:7]=[CH:6][CH:5]=[CH:4][CH:3]=1.C([BH-](CC)CC)C.[Li+].[OH-].[Na+], predict the reaction product. The product is: [CH2:1]([NH:8][C@H:9]1[C@@H:15]([F:16])[CH2:14][C@@H:13]2[N:17]([CH2:18][C:19]3[CH:20]=[CH:21][CH:22]=[CH:23][CH:24]=3)[C@@:10]1([C:32]1[CH:37]=[CH:36][CH:35]=[CH:34][CH:33]=1)[CH2:11][C@H:12]2[CH2:25][OH:26])[C:2]1[CH:7]=[CH:6][CH:5]=[CH:4][CH:3]=1. (6) Given the reactants [Br:1][C:2]1[CH:3]=[C:4]2[C:9](=[CH:10][C:11]=1[F:12])[N:8]=[CH:7][C:6]([C:13]([CH:15]1[CH2:17][CH2:16]1)=[O:14])=[C:5]2Cl.[NH2:19][C@H:20]1[CH2:25][CH2:24][C@H:23]([NH:26][C:27](=[O:33])[O:28][C:29]([CH3:32])([CH3:31])[CH3:30])[CH2:22][CH2:21]1, predict the reaction product. The product is: [Br:1][C:2]1[CH:3]=[C:4]2[C:9](=[CH:10][C:11]=1[F:12])[N:8]=[CH:7][C:6]([C:13]([CH:15]1[CH2:17][CH2:16]1)=[O:14])=[C:5]2[NH:19][C@H:20]1[CH2:25][CH2:24][C@H:23]([NH:26][C:27](=[O:33])[O:28][C:29]([CH3:31])([CH3:30])[CH3:32])[CH2:22][CH2:21]1. (7) Given the reactants [F:1][C:2]1[CH:7]=[CH:6][C:5]([C@@H:8]2[C@@H:13]([N:14]([C:16](=[O:34])[C:17]([C:20]3[CH:25]=[C:24]([C:26]([F:29])([F:28])[F:27])[CH:23]=[C:22]([C:30]([F:33])([F:32])[F:31])[CH:21]=3)([CH3:19])[CH3:18])[CH3:15])[CH2:12][CH2:11][NH:10][CH2:9]2)=[C:4]([CH3:35])[CH:3]=1.[OH:36][C:37]([CH3:43])([CH3:42])[CH2:38][C:39](O)=[O:40].O.ON1C2C=CC=CC=2N=N1.Cl.CN(C)CCCN=C=NCC, predict the reaction product. The product is: [F:1][C:2]1[CH:7]=[CH:6][C:5]([C@@H:8]2[C@@H:13]([N:14]([C:16](=[O:34])[C:17]([C:20]3[CH:21]=[C:22]([C:30]([F:31])([F:32])[F:33])[CH:23]=[C:24]([C:26]([F:27])([F:28])[F:29])[CH:25]=3)([CH3:19])[CH3:18])[CH3:15])[CH2:12][CH2:11][N:10]([C:39](=[O:40])[CH2:38][C:37]([OH:36])([CH3:43])[CH3:42])[CH2:9]2)=[C:4]([CH3:35])[CH:3]=1. (8) Given the reactants [C:1]([NH:6][C@H:7]([C:29]([OH:31])=O)[CH2:8][S:9][C:10]([C:23]1[CH:28]=[CH:27][CH:26]=[CH:25][CH:24]=1)([C:17]1[CH:22]=[CH:21][CH:20]=[CH:19][CH:18]=1)[C:11]1[CH:16]=[CH:15][CH:14]=[CH:13][CH:12]=1)(=[O:5])[CH:2]([CH3:4])[CH3:3].Cl.[C:33]([S:38][CH2:39][CH2:40][NH2:41])(=[O:37])[CH:34]([CH3:36])[CH3:35], predict the reaction product. The product is: [C:1]([NH:6][C@H:7]([C:29]([NH:41][CH2:40][CH2:39][S:38][C:33](=[O:37])[CH:34]([CH3:36])[CH3:35])=[O:31])[CH2:8][S:9][C:10]([C:23]1[CH:28]=[CH:27][CH:26]=[CH:25][CH:24]=1)([C:17]1[CH:18]=[CH:19][CH:20]=[CH:21][CH:22]=1)[C:11]1[CH:12]=[CH:13][CH:14]=[CH:15][CH:16]=1)(=[O:5])[CH:2]([CH3:4])[CH3:3].